This data is from Catalyst prediction with 721,799 reactions and 888 catalyst types from USPTO. The task is: Predict which catalyst facilitates the given reaction. (1) Reactant: [Cl:1][C:2]1[C:3]2[CH:13]=[CH:12][C:11]([N+:14]([O-:16])=[O:15])=[CH:10][C:4]=2[S:5][C:6]=1[C:7]([OH:9])=O.[F:17][C:18]1[CH:23]=[CH:22][C:21]([C:24]([C:27]2[CH:28]=[C:29]([CH:31]=[CH:32][CH:33]=2)[NH2:30])([CH3:26])[CH3:25])=[CH:20][CH:19]=1.CN(C(ON1N=NC2C=CC=NC1=2)=[N+](C)C)C.F[P-](F)(F)(F)(F)F.CCN(C(C)C)C(C)C. Product: [Cl:1][C:2]1[C:3]2[CH:13]=[CH:12][C:11]([N+:14]([O-:16])=[O:15])=[CH:10][C:4]=2[S:5][C:6]=1[C:7]([NH:30][C:29]1[CH:31]=[CH:32][CH:33]=[C:27]([C:24]([C:21]2[CH:20]=[CH:19][C:18]([F:17])=[CH:23][CH:22]=2)([CH3:26])[CH3:25])[CH:28]=1)=[O:9]. The catalyst class is: 3. (2) Reactant: C[O:2][C:3]([C:5]1[S:9][C:8]([CH2:10][CH2:11][C:12]2[C:13]([C:17]3[CH:22]=[CH:21][CH:20]=[CH:19][N:18]=3)=[N:14][O:15][CH:16]=2)=[N:7][C:6]=1[CH3:23])=[O:4].O.[OH-].[Li+].CO. Product: [CH3:23][C:6]1[N:7]=[C:8]([CH2:10][CH2:11][C:12]2[C:13]([C:17]3[CH:22]=[CH:21][CH:20]=[CH:19][N:18]=3)=[N:14][O:15][CH:16]=2)[S:9][C:5]=1[C:3]([OH:4])=[O:2]. The catalyst class is: 20. (3) Reactant: [C:1]([CH2:4][CH2:5][CH2:6][O:7][C:8]1[CH:9]=[C:10]([CH:31]=[CH:32][C:33]=1[C:34]1[CH:39]=[CH:38][CH:37]=[CH:36][CH:35]=1)[CH2:11][NH:12][C:13]1[N:17]([C@@H:18]2[O:24][C@H:23]([CH2:25][OH:26])[C@@H:21]([OH:22])[C@H:19]2[OH:20])[C:16]2[CH:27]=[CH:28][CH:29]=[CH:30][C:15]=2[N:14]=1)(O)=[O:2].Cl.[NH2:41][CH2:42][C:43]([NH2:45])=[O:44].ON1C2C=CC=CC=2N=N1.Cl.C(N=C=NCCCN(C)C)C. Product: [C:43]([CH2:42][NH:41][C:1]([CH2:4][CH2:5][CH2:6][O:7][C:8]1[CH:9]=[C:10]([CH:31]=[CH:32][C:33]=1[C:34]1[CH:39]=[CH:38][CH:37]=[CH:36][CH:35]=1)[CH2:11][NH:12][C:13]1[N:17]([C@@H:18]2[O:24][C@H:23]([CH2:25][OH:26])[C@@H:21]([OH:22])[C@H:19]2[OH:20])[C:16]2[CH:27]=[CH:28][CH:29]=[CH:30][C:15]=2[N:14]=1)=[O:2])(=[O:44])[NH2:45]. The catalyst class is: 289. (4) Reactant: [F-].C([N+](CCCC)(CCCC)CCCC)CCC.[Si]([O:26][CH2:27][C@@H:28]1[O:32][N:31]=[C:30]([C:33]2[CH:38]=[CH:37][C:36]([C:39]3[CH:44]=[CH:43][C:42]([N:45]4[CH2:49][C@H:48]([CH2:50][NH:51][C:52](=[O:54])[CH3:53])[O:47][C:46]4=[O:55])=[CH:41][CH:40]=3)=[CH:35][CH:34]=2)[CH2:29]1)(C(C)(C)C)(C)C.C(OCC)(=O)C. Product: [OH:26][CH2:27][C@@H:28]1[O:32][N:31]=[C:30]([C:33]2[CH:34]=[CH:35][C:36]([C:39]3[CH:40]=[CH:41][C:42]([N:45]4[CH2:49][C@H:48]([CH2:50][NH:51][C:52](=[O:54])[CH3:53])[O:47][C:46]4=[O:55])=[CH:43][CH:44]=3)=[CH:37][CH:38]=2)[CH2:29]1. The catalyst class is: 1. (5) Reactant: COC1[CH:4]=[CH:5][CH:6]=[C:7]([O:28]C)[C:8]=1[C:9]1[CH:10]=[CH:11][CH:12]=[CH:13]C=1P(C1CCCCC1)C1CCCCC1.[Br-].C1([Zn+])CCCC1.[Cl-].[NH4+:38].[C:39]1([CH3:45])[CH:44]=[CH:43][CH:42]=[CH:41][CH:40]=1. Product: [CH2:45]([O:28][C:7]1[C:8]([CH:9]2[CH2:10][CH2:11][CH2:12][CH2:13]2)=[N:38][CH:4]=[CH:5][CH:6]=1)[C:39]1[CH:44]=[CH:43][CH:42]=[CH:41][CH:40]=1. The catalyst class is: 167. (6) Reactant: [S:1]1[CH:5]=[CH:4][C:3]([CH2:6][OH:7])=[CH:2]1.[H-].[Na+].[F:10][C:11]1[CH:18]=[CH:17][CH:16]=[C:15](F)[C:12]=1[C:13]#[N:14]. Product: [F:10][C:11]1[CH:18]=[CH:17][CH:16]=[C:15]([O:7][CH2:6][C:3]2[CH:4]=[CH:5][S:1][CH:2]=2)[C:12]=1[C:13]#[N:14]. The catalyst class is: 9.